This data is from Full USPTO retrosynthesis dataset with 1.9M reactions from patents (1976-2016). The task is: Predict the reactants needed to synthesize the given product. (1) Given the product [NH2:25][C:14]1[N:13]=[C:12]([N:8]2[CH2:7][CH2:6][C:5]3[C:10](=[CH:11][C:2]([NH:74][C:75](=[O:76])[O:77][CH2:78][CH3:79])=[CH:3][CH:4]=3)[CH2:9]2)[CH:17]=[C:16]([N:18]2[CH2:23][CH2:22][N:21]([CH3:24])[CH2:20][CH2:19]2)[N:15]=1, predict the reactants needed to synthesize it. The reactants are: Br[C:2]1[CH:11]=[C:10]2[C:5]([CH2:6][CH2:7][N:8]([C:12]3[CH:17]=[C:16]([N:18]4[CH2:23][CH2:22][N:21]([CH3:24])[CH2:20][CH2:19]4)[N:15]=[C:14]([NH2:25])[N:13]=3)[CH2:9]2)=[CH:4][CH:3]=1.CC1(C)C2C=CC=C(P(C3C=CC=CC=3)C3C=CC=CC=3)C=2OC2C1=CC=CC=2P(C1C=CC=CC=1)C1C=CC=CC=1.C(=O)([O-])[O-].[Cs+].[Cs+].[NH2:74][C:75]([O:77][CH2:78][CH3:79])=[O:76]. (2) Given the product [CH3:11][O:12][C:30](=[O:31])[CH2:32][CH:2]([NH:1][C:25](=[O:26])[CH2:24][CH2:23][C:17]1[CH:22]=[CH:21][CH:20]=[CH:19][CH:18]=1)[C:7]([OH:9])=[O:8], predict the reactants needed to synthesize it. The reactants are: [NH2:1][C@H:2]([C:7]([O:9]C)=[O:8])CC([O-])=O.[C:11]([O-])([O-])=[O:12].[Na+].[Na+].[C:17]1([CH2:23][CH2:24][C:25](Cl)=[O:26])[CH:22]=[CH:21][CH:20]=[CH:19][CH:18]=1.Cl.C[C:30]([CH3:32])=[O:31]. (3) Given the product [C:28](=[O:29])([O:21][CH2:20][C@H:19]([C:14]1[N:13]=[CH:12][C:11]2[C:16](=[CH:17][CH:18]=[C:9]([O:8][CH2:1][CH2:2][CH2:3][CH2:4][CH2:5][CH2:6][CH3:7])[CH:10]=2)[N:15]=1)[CH3:22])[NH2:30], predict the reactants needed to synthesize it. The reactants are: [CH2:1]([O:8][C:9]1[CH:10]=[C:11]2[C:16](=[CH:17][CH:18]=1)[N:15]=[C:14]([C@H:19]([CH3:22])[CH2:20][OH:21])[N:13]=[CH:12]2)[CH2:2][CH2:3][CH2:4][CH2:5][CH2:6][CH3:7].C(Cl)Cl.ClC(Cl)(Cl)[C:28]([N:30]=C=O)=[O:29].CO.C(=O)([O-])[O-].[K+].[K+].O. (4) Given the product [CH3:6][CH2:7][C:8]([CH2:10][CH2:11]/[CH:12]=[C:13](/[CH2:15][CH2:16][CH:17]=[C:18]([CH3:19])[CH3:20])\[CH3:14])=[CH2:9].[CH2:1]=[CH:2][C:3](=[CH2:4])[CH3:5], predict the reactants needed to synthesize it. The reactants are: [CH2:1]=[CH:2][C:3](=[CH2:5])[CH3:4].[CH3:6][CH2:7][C:8]([CH2:10][CH2:11]/[CH:12]=[C:13](/[CH2:15][CH2:16][CH:17]=[C:18]([CH3:20])[CH3:19])\[CH3:14])=[CH2:9]. (5) Given the product [Cl:1][C:2]1[CH:3]=[C:4]([C:12]2[O:14][N:37]=[C:38]([C:40]3[CH:41]=[C:42]4[C:46](=[CH:47][CH:48]=3)[NH:45][N:44]=[CH:43]4)[N:39]=2)[CH:5]=[N:6][C:7]=1[O:8][CH:9]([CH3:10])[CH3:11], predict the reactants needed to synthesize it. The reactants are: [Cl:1][C:2]1[CH:3]=[C:4]([C:12]([OH:14])=O)[CH:5]=[N:6][C:7]=1[O:8][CH:9]([CH3:11])[CH3:10].C(Cl)CCl.C1C=CC2N(O)N=NC=2C=1.C(N(CC)CC)C.O[NH:37][C:38]([C:40]1[CH:41]=[C:42]2[C:46](=[CH:47][CH:48]=1)[NH:45][N:44]=[CH:43]2)=[NH:39].CCCC[N+](CCCC)(CCCC)CCCC.[F-]. (6) Given the product [CH:11]1([C:9]2[O:10][C:6]3[C:7](=[C:14]([C:17]#[N:18])[C:15]([CH3:16])=[C:4]([C:1]([CH3:20])=[CH2:2])[C:5]=3[F:19])[N:8]=2)[CH2:13][CH2:12]1, predict the reactants needed to synthesize it. The reactants are: [C:1]([C:4]1[C:5]([F:19])=[C:6]2[O:10][C:9]([CH:11]3[CH2:13][CH2:12]3)=[N:8][C:7]2=[C:14]([C:17]#[N:18])[C:15]=1[CH3:16])(=O)[CH3:2].[C:20](OCC)(=O)C.